Dataset: Forward reaction prediction with 1.9M reactions from USPTO patents (1976-2016). Task: Predict the product of the given reaction. (1) Given the reactants Br[C:2]1[O:6][N:5]=[C:4]([C:7]([NH:9][C:10]2[C:11](=[O:23])[N:12]([CH:17]3[CH2:22][CH2:21][CH2:20][CH2:19][CH2:18]3)[N:13]([CH3:16])[C:14]=2[CH3:15])=[O:8])[C:3]=1[CH3:24].[Br-].[CH:26]1([Zn+])[CH2:31][CH2:30][CH2:29][CH2:28][CH2:27]1, predict the reaction product. The product is: [CH:26]1([C:2]2[O:6][N:5]=[C:4]([C:7]([NH:9][C:10]3[C:11](=[O:23])[N:12]([CH:17]4[CH2:22][CH2:21][CH2:20][CH2:19][CH2:18]4)[N:13]([CH3:16])[C:14]=3[CH3:15])=[O:8])[C:3]=2[CH3:24])[CH2:31][CH2:30][CH2:29][CH2:28][CH2:27]1. (2) The product is: [CH2:1]([N:4]([CH3:20])[C:5]([C:7]1[C:15]([I:16])=[C:14]([NH:17][C:26]([CH2:25][O:24][C:21](=[O:23])[CH3:22])=[O:27])[C:13]([I:18])=[C:9]([C:10]([Cl:12])=[O:11])[C:8]=1[I:19])=[O:6])[CH:2]=[CH2:3]. Given the reactants [CH2:1]([N:4]([CH3:20])[C:5]([C:7]1[C:8]([I:19])=[C:9]([C:13]([I:18])=[C:14]([NH2:17])[C:15]=1[I:16])[C:10]([Cl:12])=[O:11])=[O:6])[CH:2]=[CH2:3].[C:21]([O:24][CH2:25][C:26](Cl)=[O:27])(=[O:23])[CH3:22], predict the reaction product. (3) Given the reactants [C:1]([O:5][C:6](=[O:32])[NH:7][C:8]1[CH:13]=[CH:12][C:11]([O:14][C:15]2[CH:20]=[CH:19][C:18]([S:21]([CH2:24][CH:25]3[CH2:27]O3)(=[O:23])=[O:22])=[CH:17][CH:16]=2)=[CH:10][C:9]=1[O:28][CH2:29][O:30][CH3:31])([CH3:4])([CH3:3])[CH3:2].NC(N)=[S:35], predict the reaction product. The product is: [C:1]([O:5][C:6](=[O:32])[NH:7][C:8]1[CH:13]=[CH:12][C:11]([O:14][C:15]2[CH:16]=[CH:17][C:18]([S:21]([CH2:24][CH:25]3[CH2:27][S:35]3)(=[O:23])=[O:22])=[CH:19][CH:20]=2)=[CH:10][C:9]=1[O:28][CH2:29][O:30][CH3:31])([CH3:4])([CH3:3])[CH3:2]. (4) Given the reactants [NH2:1][C:2]1[N:7]=[C:6]([CH2:8][N:9]2[CH2:13][CH2:12][CH2:11][C:10]2=[O:14])[C:5]([O:15][C:16]2[CH:17]=[N:18][C:19]([S:22]([CH3:25])(=[O:24])=[O:23])=[CH:20][CH:21]=2)=[CH:4][CH:3]=1.[I:26]I.S([O-])([O-])(=O)=S.[Na+].[Na+].C(=O)(O)[O-].[Na+], predict the reaction product. The product is: [NH2:1][C:2]1[N:7]=[C:6]([CH2:8][N:9]2[CH2:13][CH2:12][CH2:11][C:10]2=[O:14])[C:5]([O:15][C:16]2[CH:17]=[N:18][C:19]([S:22]([CH3:25])(=[O:23])=[O:24])=[CH:20][CH:21]=2)=[CH:4][C:3]=1[I:26]. (5) Given the reactants Cl[C:2]1[N:7]=[C:6]([O:8][CH:9]([C:14]2[CH:19]=[CH:18][CH:17]=[CH:16][CH:15]=2)[C:10]([F:13])([F:12])[F:11])[N:5]=[C:4]([NH2:20])[N:3]=1.B([C:24]1[CH:35]=[CH:34][C:27]([CH2:28][C@@H:29]([C:31]([OH:33])=[O:32])[NH2:30])=[CH:26][CH:25]=1)(O)O.C(#N)C.C(=O)([O-])[O-].[Na+].[Na+], predict the reaction product. The product is: [NH2:30][CH:29]([CH2:28][C:27]1[CH:34]=[CH:35][C:24]([C:2]2[N:3]=[C:4]([NH2:20])[N:5]=[C:6]([O:8][CH:9]([C:14]3[CH:19]=[CH:18][CH:17]=[CH:16][CH:15]=3)[C:10]([F:13])([F:12])[F:11])[N:7]=2)=[CH:25][CH:26]=1)[C:31]([OH:33])=[O:32]. (6) Given the reactants [CH:1]1([C:4]2[NH:9][C:8](=O)[C:7]([N+:11]([O-:13])=[O:12])=[CH:6][N:5]=2)[CH2:3][CH2:2]1.C(N(CC)CC)C.P(Cl)(Cl)([Cl:23])=O, predict the reaction product. The product is: [Cl:23][C:8]1[C:7]([N+:11]([O-:13])=[O:12])=[CH:6][N:5]=[C:4]([CH:1]2[CH2:3][CH2:2]2)[N:9]=1. (7) Given the reactants [F:1][CH2:2][C:3]1[CH:33]=[CH:32][C:6]([C:7]([NH:9][CH2:10][CH2:11][S:12]C(C2C=CC=CC=2)(C2C=CC=CC=2)C2C=CC=CC=2)=[O:8])=[CH:5][CH:4]=1.C(O)(C(F)(F)F)=O, predict the reaction product. The product is: [F:1][CH2:2][C:3]1[CH:4]=[CH:5][C:6]([C:7]([NH:9][CH2:10][CH2:11][SH:12])=[O:8])=[CH:32][CH:33]=1.